From a dataset of Full USPTO retrosynthesis dataset with 1.9M reactions from patents (1976-2016). Predict the reactants needed to synthesize the given product. (1) Given the product [F:15][CH2:16][CH2:17][O:14][C:10]1[CH:11]=[N:12][C:13]2[C:8]([CH:9]=1)=[CH:7][CH:6]=[CH:5][C:4]=2[N+:1]([O-:3])=[O:2], predict the reactants needed to synthesize it. The reactants are: [N+:1]([C:4]1[CH:5]=[CH:6][CH:7]=[C:8]2[C:13]=1[N:12]=[CH:11][C:10]([OH:14])=[CH:9]2)([O-:3])=[O:2].[F:15][CH:16](F)[CH2:17]OS(C)(=O)=O.C(=O)([O-])[O-].[K+].[K+].C(=O)([O-])[O-].[Na+].[Na+]. (2) Given the product [C:30]([C:29]1[CH:28]=[C:27]([NH:26][CH:38]([C:18]2[CH:19]=[CH:20][C:15]([CH2:14][CH2:13][O:12][C:10](=[O:11])[NH:9][C:5]3[CH:6]=[CH:7][CH:8]=[C:3]([C:1]#[N:2])[CH:4]=3)=[C:16]([CH2:24][CH3:25])[CH:17]=2)[C:37]([OH:41])=[O:40])[CH:35]=[CH:34][CH:33]=1)(=[O:31])[NH2:32], predict the reactants needed to synthesize it. The reactants are: [C:1]([C:3]1[CH:4]=[C:5]([NH:9][C:10]([O:12][CH2:13][CH2:14][C:15]2[CH:20]=[CH:19][C:18](B(O)O)=[CH:17][C:16]=2[CH2:24][CH3:25])=[O:11])[CH:6]=[CH:7][CH:8]=1)#[N:2].[NH2:26][C:27]1[CH:28]=[C:29]([CH:33]=[CH:34][CH:35]=1)[C:30]([NH2:32])=[O:31].O.[C:37]([OH:41])(=[O:40])[CH:38]=O. (3) Given the product [ClH:3].[C:22]([S:23][CH2:18]/[CH:17]=[C:13]1\[CH2:12][C:11]([CH3:20])([CH3:19])[CH2:10][C:9]2[C:14]\1=[CH:15][C:6]([Br:5])=[CH:7][CH:8]=2)(=[NH:21])[NH2:24], predict the reactants needed to synthesize it. The reactants are: S(Cl)([Cl:3])=O.[Br:5][C:6]1[CH:15]=[C:14]2[C:9]([CH2:10][C:11]([CH3:20])([CH3:19])[CH2:12][C:13]2([CH:17]=[CH2:18])O)=[CH:8][CH:7]=1.[NH2:21][C:22]([NH2:24])=[S:23].